This data is from Tox21: 12 toxicity assays (nuclear receptors and stress response pathways). The task is: Binary classification across 12 toxicity assays. (1) The compound is O=C1C=CC(=O)N1c1ccccc1. It tested positive (active) for: SR-HSE (Heat Shock Element response). (2) The compound is CC[C@H]1O[C@]2(CC[C@@H]1C)C[C@@H]1C[C@@H](CC=C(C)C[C@@H](C)C=CC=C3CO[C@@H]4[C@H](O)C(C)=C[C@@H](C(=O)O1)[C@]34O)O2. It tested positive (active) for: SR-HSE (Heat Shock Element response). (3) The molecule is O=C(O)c1cc(Cl)cc([N+](=O)[O-])c1Cl. It tested positive (active) for: SR-ARE (Antioxidant Response Element (oxidative stress)). (4) It tested positive (active) for: SR-ARE (Antioxidant Response Element (oxidative stress)). The molecule is CCCCC/C=C\C/C=C\CCCCCCCC(=O)NC(C)c1ccccc1. (5) It tested positive (active) for: SR-HSE (Heat Shock Element response), and SR-MMP (Mitochondrial Membrane Potential disruption). The molecule is CCCCC/C=C/C=C/C=O. (6) It tested positive (active) for: SR-ARE (Antioxidant Response Element (oxidative stress)). The molecule is CCc1ccc(C(=O)C(C)CN2CCCCC2)cc1. (7) The compound is CO/N=C(/C(=O)OC)c1ccccc1COc1ccccc1C. It tested positive (active) for: SR-ARE (Antioxidant Response Element (oxidative stress)). (8) The molecule is CC(C)OP(=S)(OC(C)C)SCCNS(=O)(=O)c1ccccc1. It tested positive (active) for: NR-AhR (Aryl hydrocarbon Receptor agonist activity), and SR-ARE (Antioxidant Response Element (oxidative stress)). (9) The molecule is c1cnc2c(c1)ccc1cccnc12. It tested positive (active) for: NR-AhR (Aryl hydrocarbon Receptor agonist activity), SR-HSE (Heat Shock Element response), and SR-p53 (p53 tumor suppressor activation).